This data is from Forward reaction prediction with 1.9M reactions from USPTO patents (1976-2016). The task is: Predict the product of the given reaction. The product is: [F:25][C:26]1[CH:33]=[CH:32][C:29]([CH2:30][N:7]2[C:8]3[C:13](=[CH:12][CH:11]=[CH:10][CH:9]=3)[C:5]3[CH2:4][CH:3]([C:14]([O:16][CH3:17])=[O:15])[N:2]([C:18]([O:20][C:21]([CH3:24])([CH3:23])[CH3:22])=[O:19])[CH2:1][C:6]2=3)=[CH:28][CH:27]=1. Given the reactants [CH2:1]1[C:6]2[NH:7][C:8]3[C:13]([C:5]=2[CH2:4][CH:3]([C:14]([O:16][CH3:17])=[O:15])[N:2]1[C:18]([O:20][C:21]([CH3:24])([CH3:23])[CH3:22])=[O:19])=[CH:12][CH:11]=[CH:10][CH:9]=3.[F:25][C:26]1[CH:33]=[CH:32][C:29]([CH2:30]Br)=[CH:28][CH:27]=1.C([O-])([O-])=O.[Cs+].[Cs+], predict the reaction product.